This data is from Full USPTO retrosynthesis dataset with 1.9M reactions from patents (1976-2016). The task is: Predict the reactants needed to synthesize the given product. (1) Given the product [CH3:15][C@@H:16]1[CH2:17][N:18]([C:22]2[C:27]([C:28]([F:31])([F:29])[F:30])=[CH:26][CH:25]=[CH:24][N:23]=2)[CH2:19][CH2:20][N:21]1[C:2]1[NH:3][C:4]2[CH:10]=[CH:9][C:8]([C:11]([F:14])([F:13])[F:12])=[CH:7][C:5]=2[N:6]=1, predict the reactants needed to synthesize it. The reactants are: Cl[C:2]1[NH:6][C:5]2[CH:7]=[C:8]([C:11]([F:14])([F:13])[F:12])[CH:9]=[CH:10][C:4]=2[N:3]=1.[CH3:15][C@H:16]1[NH:21][CH2:20][CH2:19][N:18]([C:22]2[C:27]([C:28]([F:31])([F:30])[F:29])=[CH:26][CH:25]=[CH:24][N:23]=2)[CH2:17]1. (2) Given the product [N+:25]([C:23]1[CH:22]=[CH:21][CH:20]=[C:19]2[C:24]=1[CH:15]=[N:6][NH:7][C:17]2=[O:16])([O-:27])=[O:26], predict the reactants needed to synthesize it. The reactants are: S(O)(O)(=O)=O.[NH2:6][NH2:7].C(=O)([O-])[O-].[Na+].[Na+].Br[CH:15]1[C:24]2[C:19](=[CH:20][CH:21]=[CH:22][C:23]=2[N+:25]([O-:27])=[O:26])[C:17](=O)[O:16]1.O. (3) Given the product [OH:34][CH:27]1[C:26]2[C:31](=[CH:32][CH:33]=[C:24]([O:23][CH3:22])[CH:25]=2)[CH2:30][N:29]([C:4]2[N:3]=[C:2]([CH3:1])[N:7]([CH2:8][C:9]3[S:10][C:11]([C:14]([F:17])([F:16])[F:15])=[CH:12][CH:13]=3)[C:6](=[O:18])[N:5]=2)[CH2:28]1, predict the reactants needed to synthesize it. The reactants are: [CH3:1][C:2]1[N:7]([CH2:8][C:9]2[S:10][C:11]([C:14]([F:17])([F:16])[F:15])=[CH:12][CH:13]=2)[C:6](=[O:18])[N:5]=[C:4](SC)[N:3]=1.Cl.[CH3:22][O:23][C:24]1[CH:25]=[C:26]2[C:31](=[CH:32][CH:33]=1)[CH2:30][NH:29][CH2:28][CH:27]2[OH:34]. (4) Given the product [Cl:11][C:12]1[C:21]([NH2:22])=[C:20]([NH:25][CH2:26][CH2:27][CH2:28][C:29]#[CH:30])[C:19]2[C:14](=[CH:15][CH:16]=[CH:17][CH:18]=2)[N:13]=1, predict the reactants needed to synthesize it. The reactants are: S(S([O-])(=O)=O)([O-])(=O)=O.[Na+].[Na+].[Cl:11][C:12]1[C:21]([N+:22]([O-])=O)=[C:20]([NH:25][CH2:26][CH2:27][CH2:28][C:29]#[CH:30])[C:19]2[C:14](=[CH:15][CH:16]=[CH:17][CH:18]=2)[N:13]=1. (5) Given the product [CH3:16][O:17][C:18]1[CH:19]=[CH:20][C:21]([C:22]([C:24]2[S:28][C:27]([C:29]3[CH:30]=[CH:31][CH:32]=[CH:33][CH:34]=3)=[C:26]([CH2:35][C:36]([N:7]([CH2:6][C:5]([O:4][CH2:2][CH3:3])=[O:9])[CH3:8])=[O:38])[CH:25]=2)=[O:23])=[CH:39][CH:40]=1, predict the reactants needed to synthesize it. The reactants are: Cl.[CH2:2]([O:4][C:5](=[O:9])[CH2:6][NH:7][CH3:8])[CH3:3].C(=O)([O-])[O-].[K+].[K+].[CH3:16][O:17][C:18]1[CH:40]=[CH:39][C:21]([C:22]([C:24]2[S:28][C:27]([C:29]3[CH:34]=[CH:33][CH:32]=[CH:31][CH:30]=3)=[C:26]([CH2:35][C:36]([OH:38])=O)[CH:25]=2)=[O:23])=[CH:20][CH:19]=1.O.